From a dataset of Full USPTO retrosynthesis dataset with 1.9M reactions from patents (1976-2016). Predict the reactants needed to synthesize the given product. (1) The reactants are: [CH2:1]([O:17][CH2:18][CH:19]([CH2:21][OH:22])[OH:20])[CH2:2][CH2:3][CH2:4][CH2:5][CH2:6][CH2:7][CH2:8][CH2:9][CH2:10][CH2:11][CH2:12][CH2:13][CH2:14][CH2:15][CH3:16].[C:23]1([C:29]([C:37]2[CH:42]=[CH:41][CH:40]=[CH:39][CH:38]=2)([C:31]2[CH:36]=[CH:35][CH:34]=[CH:33][CH:32]=2)Cl)[CH:28]=[CH:27][CH:26]=[CH:25][CH:24]=1.O1CCCC1.C(#N)C. Given the product [CH2:1]([O:17][CH2:18][C@H:19]([CH2:21][O:22][C:29]([C:23]1[CH:28]=[CH:27][CH:26]=[CH:25][CH:24]=1)([C:37]1[CH:38]=[CH:39][CH:40]=[CH:41][CH:42]=1)[C:31]1[CH:32]=[CH:33][CH:34]=[CH:35][CH:36]=1)[OH:20])[CH2:2][CH2:3][CH2:4][CH2:5][CH2:6][CH2:7][CH2:8][CH2:9][CH2:10][CH2:11][CH2:12][CH2:13][CH2:14][CH2:15][CH3:16], predict the reactants needed to synthesize it. (2) Given the product [ClH:23].[NH2:8][C@@H:9]1[CH2:17][C:16]2[C:11](=[CH:12][CH:13]=[CH:14][CH:15]=2)[C@H:10]1[CH2:18][C:19]([O:21][CH3:22])=[O:20], predict the reactants needed to synthesize it. The reactants are: C(OC([NH:8][C@@H:9]1[CH2:17][C:16]2[C:11](=[CH:12][CH:13]=[CH:14][CH:15]=2)[C@H:10]1[CH2:18][C:19]([O:21][CH3:22])=[O:20])=O)(C)(C)C.[ClH:23]. (3) Given the product [Cl:59][C:58]1[CH:57]=[CH:56][C:52]([C:53]([N:22]2[CH2:23][CH2:24][C:19]([CH2:18][CH2:17][N:16]3[C@H:11]4[CH2:12][CH2:13][C@@H:14]3[CH2:15][CH:9]([N:8]3[C:7]5[CH:35]=[CH:36][CH:37]=[CH:38][C:6]=5[N:5]=[C:4]3[CH3:3])[CH2:10]4)([C:25]3[CH:30]=[CH:29][CH:28]=[C:27]([C:31]([F:33])([F:32])[F:34])[CH:26]=3)[CH2:20][CH2:21]2)=[O:54])=[CH:51][C:50]=1[S:47]([NH2:46])(=[O:49])=[O:48], predict the reactants needed to synthesize it. The reactants are: Cl.Cl.[CH3:3][C:4]1[N:8]([CH:9]2[CH2:15][CH:14]3[N:16]([CH2:17][CH2:18][C:19]4([C:25]5[CH:30]=[CH:29][CH:28]=[C:27]([C:31]([F:34])([F:33])[F:32])[CH:26]=5)[CH2:24][CH2:23][NH:22][CH2:21][CH2:20]4)[CH:11]([CH2:12][CH2:13]3)[CH2:10]2)[C:7]2[CH:35]=[CH:36][CH:37]=[CH:38][C:6]=2[N:5]=1.C(N(CC)CC)C.[NH2:46][S:47]([C:50]1[CH:51]=[C:52]([CH:56]=[CH:57][C:58]=1[Cl:59])[C:53](Cl)=[O:54])(=[O:49])=[O:48]. (4) Given the product [NH2:67][C:64]1[N:35]=[CH:33][C:34](/[CH:20]=[CH:19]/[C:18]([N:17]([CH3:16])[CH2:22][C:23]2[O:24][C:25]3[CH:32]=[CH:31][CH:30]=[CH:29][C:26]=3[C:27]=2[CH3:28])=[O:21])=[CH:66][C:65]=1[O:8][CH2:7][C:2]1[CH:3]=[CH:4][CH:5]=[CH:6][N:1]=1, predict the reactants needed to synthesize it. The reactants are: [N:1]1[CH:6]=[CH:5][CH:4]=[CH:3][C:2]=1[CH2:7][O:8]NC1C=CC=CN=1.[CH3:16][N:17]([CH2:22][C:23]1[O:24][C:25]2[CH:32]=[CH:31][CH:30]=[CH:29][C:26]=2[C:27]=1[CH3:28])[C:18](=[O:21])[CH:19]=[CH2:20].[CH2:33]([N:35](C(C)C)C(C)C)[CH3:34].CC1C=CC=CC=1P(C1C=CC=CC=1C)C1C=CC=CC=1C.[C:64](#[N:67])[CH2:65][CH3:66]. (5) Given the product [Br:35][C:27]1[CH:26]=[C:25]([S:22]([N:20]([CH3:21])[CH:19]2[C:13]3[CH:12]=[CH:11][CH:10]=[C:9]([O:8][CH2:7][C:6]([OH:36])=[O:5])[C:14]=3[CH2:15][CH2:16][CH2:17][CH2:18]2)(=[O:24])=[O:23])[CH:30]=[C:29]([C:31]([F:33])([F:34])[F:32])[CH:28]=1, predict the reactants needed to synthesize it. The reactants are: C([O:5][C:6](=[O:36])[CH2:7][O:8][C:9]1[C:14]2[CH2:15][CH2:16][CH2:17][CH2:18][CH:19]([N:20]([S:22]([C:25]3[CH:30]=[C:29]([C:31]([F:34])([F:33])[F:32])[CH:28]=[C:27]([Br:35])[CH:26]=3)(=[O:24])=[O:23])[CH3:21])[C:13]=2[CH:12]=[CH:11][CH:10]=1)(C)(C)C.[OH-].[Na+]. (6) Given the product [Cl:1][C:2]1[CH:7]=[CH:6][C:5]([CH:8]([C:20]2[CH:25]=[CH:24][C:23]([O:26][CH:27]([CH3:29])[CH3:28])=[C:22]([F:30])[CH:21]=2)[CH2:9]/[C:10](/[C:12]2[CH:13]=[CH:14][C:15](=[O:19])[N:16]([CH3:18])[CH:17]=2)=[N:33]\[OH:34])=[C:4]([CH3:31])[CH:3]=1, predict the reactants needed to synthesize it. The reactants are: [Cl:1][C:2]1[CH:7]=[CH:6][C:5]([CH:8]([C:20]2[CH:25]=[CH:24][C:23]([O:26][CH:27]([CH3:29])[CH3:28])=[C:22]([F:30])[CH:21]=2)[CH2:9][C:10]([C:12]2[CH:13]=[CH:14][C:15](=[O:19])[N:16]([CH3:18])[CH:17]=2)=O)=[C:4]([CH3:31])[CH:3]=1.Cl.[NH2:33][OH:34].C(=O)([O-])O.[Na+]. (7) Given the product [C:1]([O:5][C:6](=[O:7])[NH:8][C@H:9]([CH2:14][C:15]1[CH:20]=[C:19]([F:21])[CH:18]=[CH:17][C:16]=1[F:22])[CH2:10][C:11]([NH:27][NH2:28])=[O:12])([CH3:4])([CH3:3])[CH3:2], predict the reactants needed to synthesize it. The reactants are: [C:1]([O:5][C:6]([NH:8][C@H:9]([CH2:14][C:15]1[CH:20]=[C:19]([F:21])[CH:18]=[CH:17][C:16]=1[F:22])[CH2:10][C:11](O)=[O:12])=[O:7])([CH3:4])([CH3:3])[CH3:2].NN.O.O[N:27]1C2C=CC=CC=2N=[N:28]1.Cl.CN(C)CCCN=C=NCC.C(N(CC)C(C)C)(C)C. (8) Given the product [CH2:1]([O:5][CH2:6][CH2:7][CH2:8][CH2:9][CH2:10][CH2:11][N:12]1[CH2:17][CH2:16][C:15](=[N:20][OH:21])[CH2:14][CH2:13]1)[CH2:2][CH2:3][CH3:4], predict the reactants needed to synthesize it. The reactants are: [CH2:1]([O:5][CH2:6][CH2:7][CH2:8][CH2:9][CH2:10][CH2:11][N:12]1[CH2:17][CH2:16][C:15](=O)[CH2:14][CH2:13]1)[CH2:2][CH2:3][CH3:4].Cl.[NH2:20][OH:21]. (9) Given the product [F:39][C:13]([F:12])([F:38])[C:14]1[CH:15]=[C:16]([CH:31]=[C:32]([C:34]([F:37])([F:36])[F:35])[CH:33]=1)[CH2:17][N:18]1[C:22]([C:23]2[CH:24]=[CH:25][CH:26]=[CH:27][CH:28]=2)=[C:21]([CH:29]([OH:30])[C:11]#[C:10][Si:7]([CH3:9])([CH3:8])[CH3:6])[N:20]=[N:19]1, predict the reactants needed to synthesize it. The reactants are: C([Li])CCC.[CH3:6][Si:7]([C:10]#[CH:11])([CH3:9])[CH3:8].[F:12][C:13]([F:39])([F:38])[C:14]1[CH:15]=[C:16]([CH:31]=[C:32]([C:34]([F:37])([F:36])[F:35])[CH:33]=1)[CH2:17][N:18]1[C:22]([C:23]2[CH:28]=[CH:27][CH:26]=[CH:25][CH:24]=2)=[C:21]([CH:29]=[O:30])[N:20]=[N:19]1.[NH4+].[Cl-].